From a dataset of Reaction yield outcomes from USPTO patents with 853,638 reactions. Predict the reaction yield, written as a fraction of the theoretical maximum amount of product (1.0 means a 100% yield; for example, 0.34 means a 34% yield). (1) The reactants are [Cl:1][C:2]1[CH:7]=[CH:6][CH:5]=[CH:4][C:3]=1[S:8]([N:11]1[C:15]([C:16]2[C:17]([C:22]#[N:23])=[N:18][CH:19]=[CH:20][CH:21]=2)=[CH:14][C:13]([CH2:24][N:25](C)[C:26](=O)OC(C)(C)C)=[CH:12]1)(=[O:10])=[O:9].C(OCC)(=O)C.Cl. The catalyst is C(OCC)(=O)C.CC(O)C. The product is [ClH:1].[Cl:1][C:2]1[CH:7]=[CH:6][CH:5]=[CH:4][C:3]=1[S:8]([N:11]1[CH:12]=[C:13]([CH2:24][NH:25][CH3:26])[CH:14]=[C:15]1[C:16]1[C:17]([C:22]#[N:23])=[N:18][CH:19]=[CH:20][CH:21]=1)(=[O:10])=[O:9]. The yield is 0.780. (2) The product is [NH2:23][C@:22]([C@H:17]1[CH2:16][CH2:15][C:14]2[C:19](=[CH:20][CH:21]=[C:12]([O:11][C@H:8]3[CH2:7][CH2:6][C@H:5]([C:1]([CH3:4])([CH3:3])[CH3:2])[CH2:10][CH2:9]3)[CH:13]=2)[CH2:18]1)([CH3:28])[CH2:26][OH:25]. No catalyst specified. The yield is 0.660. The reactants are [C:1]([C@H:5]1[CH2:10][CH2:9][C@H:8]([O:11][C:12]2[CH:13]=[C:14]3[C:19](=[CH:20][CH:21]=2)[CH2:18][C@@H:17]([C@@:22]2([CH3:28])[CH2:26][O:25]C(=O)[NH:23]2)[CH2:16][CH2:15]3)[CH2:7][CH2:6]1)([CH3:4])([CH3:3])[CH3:2].[OH-].[Li+].C(O)C.O. (3) The reactants are [CH2:1]([O:8][C:9]1[CH:14]=[CH:13][N+:12]([O-])=[CH:11][CH:10]=1)[C:2]1[CH:7]=[CH:6][CH:5]=[CH:4][CH:3]=1.C(OC(=O)C)(=[O:18])C. No catalyst specified. The product is [CH2:1]([O:8][C:9]1[CH:14]=[CH:13][NH:12][C:11](=[O:18])[CH:10]=1)[C:2]1[CH:7]=[CH:6][CH:5]=[CH:4][CH:3]=1. The yield is 0.490. (4) The reactants are Br[C:2]1[CH:7]=[CH:6][C:5]([S:8]([NH:11][CH:12]([CH3:14])[CH3:13])(=[O:10])=[O:9])=[C:4]([F:15])[CH:3]=1.[C:16]([C:18]1[N:22]([CH3:23])[C:21](B(O)O)=[CH:20][CH:19]=1)#[N:17].[F-].[K+].C(P(C(C)(C)C)C(C)(C)C)(C)(C)C. The catalyst is C1C=CC(/C=C/C(/C=C/C2C=CC=CC=2)=O)=CC=1.C1C=CC(/C=C/C(/C=C/C2C=CC=CC=2)=O)=CC=1.C1C=CC(/C=C/C(/C=C/C2C=CC=CC=2)=O)=CC=1.[Pd].[Pd]. The product is [C:16]([C:18]1[N:22]([CH3:23])[C:21]([C:2]2[CH:7]=[CH:6][C:5]([S:8]([NH:11][CH:12]([CH3:14])[CH3:13])(=[O:10])=[O:9])=[C:4]([F:15])[CH:3]=2)=[CH:20][CH:19]=1)#[N:17]. The yield is 0.130. (5) The reactants are [C@H:1]1([NH:10][C:11]2[CH:20]=[CH:19][C:18]3[C:13](=[CH:14][CH:15]=[C:16]([NH:21][C:22]([NH:24][CH:25]4[CH2:30][CH2:29][NH:28][CH2:27][CH2:26]4)=[O:23])[CH:17]=3)[N:12]=2)[C:9]2[C:4](=[CH:5][CH:6]=[CH:7][CH:8]=2)[CH2:3][CH2:2]1.C(N(CC)CC)C.Br[CH2:39][CH2:40][OH:41]. The catalyst is O1CCCC1. The product is [OH:41][CH2:40][CH2:39][N:28]1[CH2:29][CH2:30][CH:25]([NH:24][C:22]([NH:21][C:16]2[CH:17]=[C:18]3[C:13](=[CH:14][CH:15]=2)[N:12]=[C:11]([NH:10][C@H:1]2[C:9]4[C:4](=[CH:5][CH:6]=[CH:7][CH:8]=4)[CH2:3][CH2:2]2)[CH:20]=[CH:19]3)=[O:23])[CH2:26][CH2:27]1. The yield is 0.410.